Dataset: Forward reaction prediction with 1.9M reactions from USPTO patents (1976-2016). Task: Predict the product of the given reaction. (1) Given the reactants [Br:1][C:2]1[CH:14]=[CH:13][C:12]([C:15](=[O:17])[NH2:16])=[C:11]2[C:3]=1[C:4]1[CH2:5][CH2:6][CH:7]([C:18]([O:20][CH2:21][CH3:22])=[O:19])[CH2:8][C:9]=1[NH:10]2.ClC1C(=O)C(C#N)=C(C#N)C(=O)C=1Cl, predict the reaction product. The product is: [Br:1][C:2]1[CH:14]=[CH:13][C:12]([C:15](=[O:17])[NH2:16])=[C:11]2[C:3]=1[C:4]1[CH:5]=[CH:6][C:7]([C:18]([O:20][CH2:21][CH3:22])=[O:19])=[CH:8][C:9]=1[NH:10]2. (2) Given the reactants [C:1]([O:4][C:5]1[CH:10]=[CH:9][C:8]([C:11]2[N:12]=[C:13]([CH2:18][C:19]3[CH:24]=[CH:23][CH:22]=[CH:21][CH:20]=3)[C:14]([NH2:17])=[N:15][CH:16]=2)=[CH:7][CH:6]=1)(=[O:3])[CH3:2].C(N([CH2:30][CH3:31])CC)C.[CH2:32]([S:39](Cl)(=[O:41])=[O:40])[C:33]1[CH:38]=[CH:37][CH:36]=[CH:35][CH:34]=1.Cl, predict the reaction product. The product is: [C:1]([O:4][C:5]1[CH:6]=[CH:7][C:8]([C:11]2[N:12]=[C:13]([CH2:18][C:19]3[CH:24]=[CH:23][CH:22]=[CH:21][CH:20]=3)[C:14]([N:17]([S:39]([CH2:32][C:31]3[CH:30]=[CH:35][CH:34]=[CH:33][CH:38]=3)(=[O:41])=[O:40])[S:39]([CH2:32][C:33]3[CH:38]=[CH:37][CH:36]=[CH:35][CH:34]=3)(=[O:41])=[O:40])=[N:15][CH:16]=2)=[CH:9][CH:10]=1)(=[O:3])[CH3:2]. (3) Given the reactants [CH3:1][O:2][C:3]([C:5]1[C@@H:10]([C:11]2[CH:16]=[CH:15][C:14]([C:17]#[N:18])=[CH:13][CH:12]=2)[N:9]2[C:19](=[O:39])[N:20]([CH2:22][CH2:23][CH2:24][S:25]([CH2:28][CH2:29][CH2:30][O:31][Si](C(C)(C)C)(C)C)(=[O:27])=[O:26])[N:21]=[C:8]2[N:7]([C:40]2[CH:45]=[CH:44][CH:43]=[C:42]([C:46]([F:49])([F:48])[F:47])[CH:41]=2)[C:6]=1[CH3:50])=[O:4].CCCC[N+](CCCC)(CCCC)CCCC.[F-], predict the reaction product. The product is: [CH3:1][O:2][C:3]([C:5]1[C@@H:10]([C:11]2[CH:12]=[CH:13][C:14]([C:17]#[N:18])=[CH:15][CH:16]=2)[N:9]2[C:19](=[O:39])[N:20]([CH2:22][CH2:23][CH2:24][S:25]([CH2:28][CH2:29][CH2:30][OH:31])(=[O:26])=[O:27])[N:21]=[C:8]2[N:7]([C:40]2[CH:45]=[CH:44][CH:43]=[C:42]([C:46]([F:48])([F:47])[F:49])[CH:41]=2)[C:6]=1[CH3:50])=[O:4]. (4) Given the reactants [Cl:1][C:2]1[N:7]=[CH:6][C:5]([C:8]([OH:10])=O)=[CH:4][CH:3]=1.C(N1C=CN=C1)(N1C=CN=C1)=O.[Mg+].[C:24]([O:30][CH2:31][CH3:32])(=[O:29])[CH2:25]C([O-])=O.O, predict the reaction product. The product is: [Cl:1][C:2]1[N:7]=[CH:6][C:5]([C:8](=[O:10])[CH2:25][C:24]([O:30][CH2:31][CH3:32])=[O:29])=[CH:4][CH:3]=1. (5) Given the reactants [O:1]1[CH:5]=[CH:4][CH:3]=[C:2]1[CH2:6][NH:7][C:8]1[N:16]=[C:15]([CH3:17])[CH:14]=[CH:13][C:9]=1[C:10]([OH:12])=O.[C:18]1([C:24]([C:31]2[CH:36]=[CH:35][CH:34]=[CH:33][CH:32]=2)([CH:26]2[CH2:30][CH2:29][CH2:28][NH:27]2)[OH:25])[CH:23]=[CH:22][CH:21]=[CH:20][CH:19]=1.C1C=CC2N(O)N=NC=2C=1.CCN=C=NCCCN(C)C.Cl.C(=O)([O-])O.[Na+], predict the reaction product. The product is: [O:1]1[CH:5]=[CH:4][CH:3]=[C:2]1[CH2:6][NH:7][C:8]1[C:9]([C:10]([N:27]2[CH2:28][CH2:29][CH2:30][C@@H:26]2[C:24]([C:31]2[CH:36]=[CH:35][CH:34]=[CH:33][CH:32]=2)([C:18]2[CH:23]=[CH:22][CH:21]=[CH:20][CH:19]=2)[OH:25])=[O:12])=[CH:13][CH:14]=[C:15]([CH3:17])[N:16]=1. (6) Given the reactants Br[C:2]1[CH:3]=[N:4][C:5]([N:8]2[CH2:13][CH2:12][N:11]([C:14]3[C:23]4[C:18](=[CH:19][C:20]([O:26][CH3:27])=[C:21]([O:24][CH3:25])[CH:22]=4)[N:17]=[CH:16][N:15]=3)[CH2:10][CH2:9]2)=[N:6][CH:7]=1.[C:28]1([OH:34])[CH:33]=[CH:32][CH:31]=[CH:30][CH:29]=1.N1C2C(=CC=C3C=2N=CC=C3)C=CC=1.C(=O)([O-])[O-].[Cs+].[Cs+].N#N, predict the reaction product. The product is: [CH3:25][O:24][C:21]1[CH:22]=[C:23]2[C:18](=[CH:19][C:20]=1[O:26][CH3:27])[N:17]=[CH:16][N:15]=[C:14]2[N:11]1[CH2:12][CH2:13][N:8]([C:5]2[N:4]=[CH:3][C:2]([O:34][C:28]3[CH:33]=[CH:32][CH:31]=[CH:30][CH:29]=3)=[CH:7][N:6]=2)[CH2:9][CH2:10]1.